From a dataset of Full USPTO retrosynthesis dataset with 1.9M reactions from patents (1976-2016). Predict the reactants needed to synthesize the given product. (1) Given the product [CH2:28]([O:30][C:31](=[O:48])[CH2:32][C:33]1[CH:38]=[CH:37][C:36]([C:23]2[CH:24]=[CH:25][C:20]([C:19]3[O:18][N:17]=[C:16]([CH3:27])[C:15]=3[CH:13]([C:11]3[N:10]=[N:9][N:8]([CH2:1][C:2]4[CH:7]=[CH:6][CH:5]=[CH:4][CH:3]=4)[CH:12]=3)[OH:14])=[CH:21][CH:22]=2)=[CH:35][CH:34]=1)[CH3:29], predict the reactants needed to synthesize it. The reactants are: [CH2:1]([N:8]1[CH:12]=[C:11]([CH:13]([C:15]2[C:16]([CH3:27])=[N:17][O:18][C:19]=2[C:20]2[CH:25]=[CH:24][C:23](Br)=[CH:22][CH:21]=2)[OH:14])[N:10]=[N:9]1)[C:2]1[CH:7]=[CH:6][CH:5]=[CH:4][CH:3]=1.[CH2:28]([O:30][C:31](=[O:48])[CH2:32][C:33]1[CH:38]=[CH:37][C:36](B2OC(C)(C)C(C)(C)O2)=[CH:35][CH:34]=1)[CH3:29]. (2) Given the product [N:2]1[CH:7]=[CH:6][C:5]([CH2:8][S:9][C:17]2[C:22]([C:23]([NH:25][C:26]3[CH:27]=[CH:28][C:29]([S:32]([C:35]([F:38])([F:36])[F:37])(=[O:34])=[O:33])=[CH:30][CH:31]=3)=[O:24])=[CH:21][CH:20]=[CH:19][N:18]=2)=[CH:4][CH:3]=1, predict the reactants needed to synthesize it. The reactants are: Cl.[N:2]1[CH:7]=[CH:6][C:5]([CH2:8][SH:9])=[CH:4][CH:3]=1.C(=O)([O-])[O-].[K+].[K+].Cl[C:17]1[C:22]([C:23]([NH:25][C:26]2[CH:31]=[CH:30][C:29]([S:32]([C:35]([F:38])([F:37])[F:36])(=[O:34])=[O:33])=[CH:28][CH:27]=2)=[O:24])=[CH:21][CH:20]=[CH:19][N:18]=1.